From a dataset of CYP2D6 inhibition data for predicting drug metabolism from PubChem BioAssay. Regression/Classification. Given a drug SMILES string, predict its absorption, distribution, metabolism, or excretion properties. Task type varies by dataset: regression for continuous measurements (e.g., permeability, clearance, half-life) or binary classification for categorical outcomes (e.g., BBB penetration, CYP inhibition). Dataset: cyp2d6_veith. (1) The drug is COc1ccc2c(C)cc(C)nc2n1. The result is 0 (non-inhibitor). (2) The compound is O=C(O)c1cccc(N=Nc2c(S(=O)(=O)O)ccc3c2C(=O)c2ccccc2C3=O)c1O. The result is 0 (non-inhibitor). (3) The compound is Cc1cc(Nc2ccc(Cl)cc2)nc(N)n1. The result is 0 (non-inhibitor). (4) The molecule is O=C1CC(c2ccccc2)Cc2nc(N3CCc4ccccc4C3)ncc21. The result is 0 (non-inhibitor). (5) The molecule is COc1ccc(CNc2ncncc2-c2ccccc2C)c(OC)c1. The result is 1 (inhibitor). (6) The molecule is Clc1ccc(CSC2=NCCN2)cc1Cl. The result is 1 (inhibitor). (7) The molecule is Cc1cccc(OC(=O)CN2C(=O)C3C4CCC(C4)C3C2=O)c1C. The result is 0 (non-inhibitor).